Predict the reactants needed to synthesize the given product. From a dataset of Full USPTO retrosynthesis dataset with 1.9M reactions from patents (1976-2016). (1) Given the product [C:1]([O:5][C:6](=[O:22])[NH:7][CH:8]([C:11]1[CH:12]=[CH:13][C:14]([O:17][C:18]([F:20])([F:21])[F:19])=[CH:15][CH:16]=1)[CH2:9][N:10]1[C:23](=[O:24])[C:31]2[C:26](=[CH:27][CH:28]=[CH:29][CH:30]=2)[C:25]1=[O:32])([CH3:4])([CH3:2])[CH3:3], predict the reactants needed to synthesize it. The reactants are: [C:1]([O:5][C:6](=[O:22])[NH:7][CH:8]([C:11]1[CH:16]=[CH:15][C:14]([O:17][C:18]([F:21])([F:20])[F:19])=[CH:13][CH:12]=1)[CH2:9][NH2:10])([CH3:4])([CH3:3])[CH3:2].[C:23]1(=O)[C:31]2[C:26](=[CH:27][CH:28]=[CH:29][CH:30]=2)[C:25](=[O:32])[O:24]1. (2) The reactants are: [OH-:1].[Li+].OO.[O-]O.[Li+].C([C@@H]1COC(=O)N1[C:21](=[O:40])[C@@H:22]([C:29]1[CH:34]=[CH:33][C:32]([S:35]([CH3:38])(=[O:37])=[O:36])=[C:31]([Cl:39])[CH:30]=1)[CH2:23][CH:24]1[CH2:28][CH2:27][CH2:26][CH2:25]1)C1C=CC=CC=1. Given the product [Cl:39][C:31]1[CH:30]=[C:29]([C@@H:22]([CH2:23][CH:24]2[CH2:25][CH2:26][CH2:27][CH2:28]2)[C:21]([OH:40])=[O:1])[CH:34]=[CH:33][C:32]=1[S:35]([CH3:38])(=[O:36])=[O:37], predict the reactants needed to synthesize it. (3) The reactants are: [CH:1]1([CH:7]([NH:18][C:19]2[CH:28]=[CH:27][C:22]([C:23]([O:25]C)=[O:24])=[CH:21][CH:20]=2)[C:8]2[O:16][C:15]3[C:10](=[N:11][CH:12]=[CH:13][CH:14]=3)[C:9]=2[CH3:17])[CH2:6][CH2:5][CH2:4][CH2:3][CH2:2]1.O1CCCC1.[OH-].[Na+]. Given the product [CH:1]1([CH:7]([NH:18][C:19]2[CH:20]=[CH:21][C:22]([C:23]([OH:25])=[O:24])=[CH:27][CH:28]=2)[C:8]2[O:16][C:15]3[C:10](=[N:11][CH:12]=[CH:13][CH:14]=3)[C:9]=2[CH3:17])[CH2:6][CH2:5][CH2:4][CH2:3][CH2:2]1, predict the reactants needed to synthesize it. (4) Given the product [CH2:61]([N:63]1[CH2:68][CH2:67][N:66]([C:22]([C:21]2[CH:25]=[CH:26][CH:27]=[C:19]([C:12]3[C:11]4[C:16](=[CH:17][CH:18]=[C:9]([C:6]5[CH:7]=[N:8][C:3]([O:2][CH3:1])=[CH:4][CH:5]=5)[CH:10]=4)[N:15]=[CH:14][N:13]=3)[CH:20]=2)=[O:23])[CH2:65][CH2:64]1)[CH3:62], predict the reactants needed to synthesize it. The reactants are: [CH3:1][O:2][C:3]1[N:8]=[CH:7][C:6]([C:9]2[CH:10]=[C:11]3[C:16](=[CH:17][CH:18]=2)[N:15]=[CH:14][N:13]=[C:12]3[C:19]2[CH:20]=[C:21]([CH:25]=[CH:26][CH:27]=2)[C:22](O)=[O:23])=[CH:5][CH:4]=1.CN(C(ON1N=NC2C=CC=CC1=2)=[N+](C)C)C.F[P-](F)(F)(F)(F)F.CCN(C(C)C)C(C)C.[CH2:61]([N:63]1[CH2:68][CH2:67][NH:66][CH2:65][CH2:64]1)[CH3:62]. (5) Given the product [Cl:1][C:2]1[CH:11]=[CH:10][CH:9]=[C:8]2[C:3]=1[N:4]=[C:5]([C:21]([OH:23])=[O:22])[C:6](=[O:20])[N:7]2[C:12]1[CH:13]=[CH:14][C:15]([O:18][CH3:19])=[CH:16][CH:17]=1, predict the reactants needed to synthesize it. The reactants are: [Cl:1][C:2]1[CH:11]=[CH:10][CH:9]=[C:8]2[C:3]=1[N:4]=[C:5]([C:21]([O:23]CC)=[O:22])[C:6](=[O:20])[N:7]2[C:12]1[CH:17]=[CH:16][C:15]([O:18][CH3:19])=[CH:14][CH:13]=1.C(=O)([O-])[O-].[K+].[K+]. (6) Given the product [F:1][C:2]1[C:7]([O:17][CH3:16])=[CH:6][CH:5]=[C:4]([N+:9]([O-:11])=[O:10])[C:3]=1[CH2:12][C:13](=[O:15])[CH3:14], predict the reactants needed to synthesize it. The reactants are: [F:1][C:2]1[C:7](F)=[CH:6][CH:5]=[C:4]([N+:9]([O-:11])=[O:10])[C:3]=1[CH2:12][C:13](=[O:15])[CH3:14].[C:16](=O)([O-])[O-:17].[K+].[K+]. (7) Given the product [CH3:12][O:11][C:9](=[O:10])[CH:8]([Br:13])[C:4]1[CH:5]=[CH:6][CH:7]=[C:2]([F:1])[CH:3]=1, predict the reactants needed to synthesize it. The reactants are: [F:1][C:2]1[CH:3]=[C:4]([CH2:8][C:9]([O:11][CH3:12])=[O:10])[CH:5]=[CH:6][CH:7]=1.[Br:13]N1C(=O)CCC1=O.